From a dataset of Forward reaction prediction with 1.9M reactions from USPTO patents (1976-2016). Predict the product of the given reaction. (1) Given the reactants [Cl:1][C:2]1[CH:3]=[CH:4][C:5](F)=[C:6]([CH:11]=1)[C:7]([O:9][CH3:10])=[O:8].[CH3:13][O:14][C:15]1[CH:16]=[C:17]([OH:21])[CH:18]=[CH:19][CH:20]=1, predict the reaction product. The product is: [Cl:1][C:2]1[CH:3]=[CH:4][C:5]([O:21][C:17]2[CH:18]=[CH:19][CH:20]=[C:15]([O:14][CH3:13])[CH:16]=2)=[C:6]([CH:11]=1)[C:7]([O:9][CH3:10])=[O:8]. (2) Given the reactants [Na].C(O[C:5](=[O:23])[CH2:6][C@H:7]([C:15]1[CH:20]=[CH:19][C:18]([F:21])=[CH:17][C:16]=1[Br:22])[NH:8][C:9](=[O:14])[CH2:10][C:11](=[O:13])[CH3:12])C.C[O-].[Na+], predict the reaction product. The product is: [Br:22][C:16]1[CH:17]=[C:18]([F:21])[CH:19]=[CH:20][C:15]=1[C@@H:7]1[NH:8][C:9](=[O:14])/[C:10](=[C:11](/[OH:13])\[CH3:12])/[C:5](=[O:23])[CH2:6]1. (3) Given the reactants [ClH:1].[NH2:2][C:3]1[C:12]2[C:7](=CC=[C:10]([CH2:13][N:14]3[CH2:18][CH2:17][C@H:16]([NH:19][S:20]([C:23]4[CH:32]=[CH:31][C:30]5[C:25](=[CH:26][C:27]([O:33][CH3:34])=[CH:28][CH:29]=5)[CH:24]=4)(=[O:22])=[O:21])[C:15]3=[O:35])[CH:11]=2)[CH:6]=[CH:5][N:4]=1.C([O:40]C(=O)N[C@H]1CCN(NCC2OC3C=CN=C(N)C=3C=2)C1=O)(C)(C)C, predict the reaction product. The product is: [ClH:1].[NH2:2][C:3]1[C:12]2[CH:11]=[C:10]([CH2:13][N:14]3[CH2:18][CH2:17][C@H:16]([NH:19][S:20]([C:23]4[CH:32]=[CH:31][C:30]5[C:25](=[CH:26][C:27]([O:33][CH3:34])=[CH:28][CH:29]=5)[CH:24]=4)(=[O:22])=[O:21])[C:15]3=[O:35])[O:40][C:7]=2[CH:6]=[CH:5][N:4]=1. (4) Given the reactants [CH2:1]([Li])[CH2:2][CH2:3][CH3:4].O=O.Br[C:9]1[CH:14]=[CH:13][C:12]([Cl:15])=[C:11]([CH2:16][C:17]2[CH:22]=[CH:21][C:20]([O:23][CH2:24][CH3:25])=[CH:19][CH:18]=2)[CH:10]=1.CON(C)[C:29](=[O:81])[C@H:30]([O:73]CC1C=CC=CC=1)[C@@H:31]([O:65][CH2:66][C:67]1[CH:72]=[CH:71][CH:70]=[CH:69][CH:68]=1)[C@H:32]([O:57][CH2:58][C:59]1[CH:64]=[CH:63][CH:62]=[CH:61][CH:60]=1)[C:33]([OH:56])([CH2:45][O:46][CH2:47][C:48]1[CH:53]=[CH:52][C:51]([O:54][CH3:55])=[CH:50][CH:49]=1)[CH2:34][O:35][CH2:36][C:37]1[CH:42]=[CH:41][C:40]([O:43][CH3:44])=[CH:39][CH:38]=1.[Al].O1C[CH2:87][CH2:86][CH2:85]1, predict the reaction product. The product is: [CH2:1]([O:73][CH:30]1[C@@H:31]([O:65][CH2:66][C:67]2[CH:68]=[CH:69][CH:70]=[CH:71][CH:72]=2)[C@H:32]([O:57][CH2:58][C:59]2[CH:64]=[CH:63][CH:62]=[CH:61][CH:60]=2)[C:33]([CH2:45][O:46][CH2:47][C:48]2[CH:49]=[CH:50][C:51]([O:54][CH3:55])=[CH:52][CH:53]=2)([CH2:34][O:35][CH2:36][C:37]2[CH:38]=[CH:39][C:40]([O:43][CH3:44])=[CH:41][CH:42]=2)[O:56][C:29]1([C:9]1[CH:14]=[CH:13][C:12]([Cl:15])=[C:11]([CH2:16][C:17]2[CH:22]=[CH:21][C:20]([O:23][CH2:24][CH3:25])=[CH:19][CH:18]=2)[CH:10]=1)[OH:81])[C:2]1[CH:87]=[CH:86][CH:85]=[CH:4][CH:3]=1.